This data is from Catalyst prediction with 721,799 reactions and 888 catalyst types from USPTO. The task is: Predict which catalyst facilitates the given reaction. Reactant: Br[C:2]1[CH:3]=[C:4]([CH2:9][NH:10][C:11]([C:13]2[CH:18]=[CH:17][CH:16]=[C:15]([C:19]([NH:21][CH2:22][C:23]3[C:24]([NH:36][CH:37]4[CH2:42][CH2:41][O:40][CH2:39][CH2:38]4)=[C:25]4[CH:33]=[N:32][N:31]([CH2:34][CH3:35])[C:26]4=[N:27][C:28]=3[CH2:29][CH3:30])=[O:20])[N:14]=2)=[O:12])[CH:5]=[CH:6][C:7]=1[F:8].[CH:43]([C:45]1[CH:46]=[C:47](B(O)O)[CH:48]=[CH:49][CH:50]=1)=[O:44].C([O-])([O-])=O.[Na+].[Na+]. Product: [CH2:34]([N:31]1[C:26]2=[N:27][C:28]([CH2:29][CH3:30])=[C:23]([CH2:22][NH:21][C:19]([C:15]3[CH:16]=[CH:17][CH:18]=[C:13]([C:11]([NH:10][CH2:9][C:4]4[CH:3]=[C:2]([C:49]5[CH:48]=[CH:47][CH:46]=[C:45]([CH:43]=[O:44])[CH:50]=5)[C:7]([F:8])=[CH:6][CH:5]=4)=[O:12])[N:14]=3)=[O:20])[C:24]([NH:36][CH:37]3[CH2:42][CH2:41][O:40][CH2:39][CH2:38]3)=[C:25]2[CH:33]=[N:32]1)[CH3:35]. The catalyst class is: 117.